From a dataset of Forward reaction prediction with 1.9M reactions from USPTO patents (1976-2016). Predict the product of the given reaction. (1) The product is: [Cl:18][C:15]1[CH:16]=[CH:17][C:12]2[NH:11][C:10](=[O:26])[N:9]([CH2:8][C:6]([OH:7])=[O:5])[C:13]=2[CH:14]=1. Given the reactants C([O:5][C:6]([CH2:8][N:9]1[C:13]2[CH:14]=[C:15]([Cl:18])[CH:16]=[CH:17][C:12]=2[N:11](C(OC(C)(C)C)=O)[C:10]1=[O:26])=[O:7])(C)(C)C.FC(F)(F)C(O)=O, predict the reaction product. (2) Given the reactants [CH3:1][C:2]([O:5][C:6]([NH:8][C:9]1([C:18]([OH:20])=[O:19])[CH2:17][C:16]2[C:11](=[CH:12][CH:13]=[CH:14][CH:15]=2)[CH2:10]1)=[O:7])([CH3:4])[CH3:3].[CH3:21][Si](C=[N+]=[N-])(C)C, predict the reaction product. The product is: [CH3:4][C:2]([O:5][C:6]([NH:8][C:9]1([C:18]([O:20][CH3:21])=[O:19])[CH2:17][C:16]2[C:11](=[CH:12][CH:13]=[CH:14][CH:15]=2)[CH2:10]1)=[O:7])([CH3:1])[CH3:3]. (3) Given the reactants Br[C:2]1[CH:3]=[C:4]([C@@H:8]([NH:12][C:13](=[O:19])[O:14][C:15]([CH3:18])([CH3:17])[CH3:16])[CH2:9][CH:10]=[CH2:11])[CH:5]=[CH:6][CH:7]=1.[CH3:20][N:21]1[CH:25]=[C:24]([N+:26]([O-:28])=[O:27])[CH:23]=[N:22]1.C12(P(C34CC5CC(CC(C5)C3)C4)CCCC)CC3CC(CC(C3)C1)C2.C(O)(=O)C(C)(C)C.C([O-])([O-])=O.[K+].[K+], predict the reaction product. The product is: [C:15]([O:14][C:13](=[O:19])[NH:12][C@H:8]([C:4]1[CH:5]=[CH:6][CH:7]=[C:2]([C:25]2[N:21]([CH3:20])[N:22]=[CH:23][C:24]=2[N+:26]([O-:28])=[O:27])[CH:3]=1)[CH2:9][CH:10]=[CH2:11])([CH3:18])([CH3:17])[CH3:16]. (4) Given the reactants I[C:2]1[CH:3]=[C:4]2[C:9](=[CH:10][CH:11]=1)[N:8]=[CH:7][C:6]([C:12]#[N:13])=[C:5]2[NH:14][C:15]1[CH:20]=[CH:19][C:18]([N:21]2[CH2:26][CH2:25][O:24][CH2:23][CH2:22]2)=[CH:17][CH:16]=1.[O-]P([O-])([O-])=O.[K+].[K+].[K+].[Al].[CH2:36]([NH2:43])[C:37]1[CH:42]=[CH:41][CH:40]=[CH:39][CH:38]=1.C(O)CO.IC1C=C2C(=CC=1)N=CC=C2, predict the reaction product. The product is: [CH2:36]([NH:43][C:2]1[CH:3]=[C:4]2[C:9](=[CH:10][CH:11]=1)[N:8]=[CH:7][C:6]([C:12]#[N:13])=[C:5]2[NH:14][C:15]1[CH:20]=[CH:19][C:18]([N:21]2[CH2:26][CH2:25][O:24][CH2:23][CH2:22]2)=[CH:17][CH:16]=1)[C:37]1[CH:42]=[CH:41][CH:40]=[CH:39][CH:38]=1. (5) The product is: [C:22]([C:9]1[CH:10]=[N:11][C:12]2[C:17]([C:8]=1[C:4]1[CH:3]=[C:2]([NH:1][C:38](=[O:39])[CH2:37][C:32]3[CH:33]=[CH:34][CH:35]=[CH:36][C:31]=3[Cl:30])[CH:7]=[CH:6][CH:5]=1)=[CH:16][CH:15]=[CH:14][C:13]=2[C:18]([F:21])([F:19])[F:20])(=[O:23])[C:24]1[CH:25]=[CH:26][CH:27]=[CH:28][CH:29]=1. Given the reactants [NH2:1][C:2]1[CH:3]=[C:4]([C:8]2[C:17]3[C:12](=[C:13]([C:18]([F:21])([F:20])[F:19])[CH:14]=[CH:15][CH:16]=3)[N:11]=[CH:10][C:9]=2[C:22]([C:24]2[CH:29]=[CH:28][CH:27]=[CH:26][CH:25]=2)=[O:23])[CH:5]=[CH:6][CH:7]=1.[Cl:30][C:31]1[CH:36]=[CH:35][CH:34]=[CH:33][C:32]=1[CH2:37][C:38](Cl)=[O:39], predict the reaction product. (6) The product is: [CH2:28]([S:30][C:2]1[C:11]([C:12]([O:14][CH2:15][CH3:16])=[O:13])=[C:10]([CH3:17])[C:9]2[C:4](=[CH:5][C:6]([C:18]([F:21])([F:20])[F:19])=[CH:7][N:8]=2)[N:3]=1)[CH3:29]. Given the reactants Cl[C:2]1[C:11]([C:12]([O:14][CH2:15][CH3:16])=[O:13])=[C:10]([CH3:17])[C:9]2[C:4](=[CH:5][C:6]([C:18]([F:21])([F:20])[F:19])=[CH:7][N:8]=2)[N:3]=1.C([O-])([O-])=O.[K+].[K+].[CH2:28]([SH:30])[CH3:29], predict the reaction product.